Dataset: Reaction yield outcomes from USPTO patents with 853,638 reactions. Task: Predict the reaction yield, written as a fraction of the theoretical maximum amount of product (1.0 means a 100% yield; for example, 0.34 means a 34% yield). (1) The reactants are [Na+].[C:2]([C:5]1[N:6]=[C:7]([N:10]2[CH2:13][CH:12]([S:14][C:15]3[C@H:16]([CH3:29])[C@@H:17]4[C@@H:24]([C@H:25]([OH:27])[CH3:26])[C:23](=[O:28])[N:18]4[C:19]=3[C:20]([O-:22])=[O:21])[CH2:11]2)[S:8][CH:9]=1)(=[O:4])[NH2:3].Cl.[C:31]1(O)[CH:36]=[CH:35][CH:34]=[CH:33][CH:32]=1.CN(C1C=CC=CN=1)C.Cl.C(N=C=NCCCN(C)C)C. The catalyst is O.O1CCCC1.C(#N)C.C(OCC)(=O)C. The product is [C:2]([C:5]1[N:6]=[C:7]([N:10]2[CH2:13][CH:12]([S:14][C:15]3[C@H:16]([CH3:29])[C@@H:17]4[C@@H:24]([C@H:25]([OH:27])[CH3:26])[C:23](=[O:28])[N:18]4[C:19]=3[C:20]([O:22][C:31]3[CH:36]=[CH:35][CH:34]=[CH:33][CH:32]=3)=[O:21])[CH2:11]2)[S:8][CH:9]=1)(=[O:4])[NH2:3]. The yield is 0.360. (2) The reactants are [C:1]1([SH:7])[CH:6]=[CH:5][CH:4]=[CH:3][CH:2]=1.[F-].[Cs+].CS(O[C@H:15]1[CH2:20][CH2:19][C@@H:18]([C:21]2[CH:26]=[CH:25][C:24]([O:27][Si](C(C)(C)C)(C)C)=[CH:23][C:22]=2[O:35][Si](C(C)(C)C)(C)C)[CH2:17][CH2:16]1)(=O)=O.C(=O)([O-])O.[Na+]. The catalyst is CN(C)C=O. The product is [C:1]1([S:7][C@H:15]2[CH2:16][CH2:17][C@H:18]([C:21]3[CH:26]=[CH:25][C:24]([OH:27])=[CH:23][C:22]=3[OH:35])[CH2:19][CH2:20]2)[CH:6]=[CH:5][CH:4]=[CH:3][CH:2]=1. The yield is 0.400. (3) The reactants are [C:1]([C:3]1[CH:11]=[CH:10][CH:9]=[C:8]2[C:4]=1[CH2:5][CH2:6][C@H:7]2[NH:12][C:13](=[O:19])[O:14][C:15]([CH3:18])([CH3:17])[CH3:16])#[N:2].Cl.[NH2:21][OH:22]. The catalyst is CCO. The product is [OH:22][NH:21][C:1]([C:3]1[CH:11]=[CH:10][CH:9]=[C:8]2[C:4]=1[CH2:5][CH2:6][C@H:7]2[NH:12][C:13](=[O:19])[O:14][C:15]([CH3:17])([CH3:16])[CH3:18])=[NH:2]. The yield is 0.850. (4) The reactants are [CH2:1]([O:3][C:4](=[O:18])[CH2:5][CH:6]1[CH2:15][C:14]2[C:9](=[CH:10][CH:11]=[C:12]([OH:16])[CH:13]=2)[NH:8][C:7]1=[O:17])[CH3:2].[O-]CC.[Na+].C(O)C.[C:26]([O:30][C:31](=[O:37])[NH:32][CH2:33][CH2:34][CH2:35]Br)([CH3:29])([CH3:28])[CH3:27]. The catalyst is CN(C)C=O.C(Cl)(Cl)Cl.CO.O. The product is [CH2:1]([O:3][C:4](=[O:18])[CH2:5][CH:6]1[CH2:15][C:14]2[C:9](=[CH:10][CH:11]=[C:12]([O:16][CH2:35][CH2:34][CH2:33][NH:32][C:31]([O:30][C:26]([CH3:27])([CH3:29])[CH3:28])=[O:37])[CH:13]=2)[NH:8][C:7]1=[O:17])[CH3:2]. The yield is 0.790. (5) The reactants are [CH2:1]([S:3][C:4]1[CH:5]=[C:6]2[C:11](=[C:12]3[CH2:16][C:15]([CH3:18])([CH3:17])[O:14][C:13]=13)[C:10]([C:19]1[CH:20]=[C:21]([CH:25]=[CH:26][CH:27]=1)[C:22](O)=[O:23])=[N:9][C:8]([CH3:29])([CH3:28])[CH2:7]2)[CH3:2].Cl.[CH3:31][C:32]([CH3:37])([C:34]([NH2:36])=[O:35])[NH2:33].O.ON1C2C=CC=CC=2N=N1.C(N(CC)CC)C.Cl.C(N=C=NCCCN(C)C)C. The catalyst is CN(C)C=O. The product is [NH2:36][C:34](=[O:35])[C:32]([NH:33][C:22](=[O:23])[C:21]1[CH:25]=[CH:26][CH:27]=[C:19]([C:10]2[C:11]3[C:6](=[CH:5][C:4]([S:3][CH2:1][CH3:2])=[C:13]4[O:14][C:15]([CH3:17])([CH3:18])[CH2:16][C:12]4=3)[CH2:7][C:8]([CH3:28])([CH3:29])[N:9]=2)[CH:20]=1)([CH3:37])[CH3:31]. The yield is 0.950. (6) The reactants are [O:1]=[C:2]1[CH:7]=[N:6][C:5]2[N:8]=[CH:9][CH:10]=[C:11]([O:12][C:13]3[CH:18]=[CH:17][C:16]([NH:19][C:20](=[O:26])OC(C)(C)C)=[CH:15][CH:14]=3)[C:4]=2[NH:3]1.[C:27]([C:31]1[CH:35]=[C:34]([N:36]=C=O)[N:33]([C:39]2[CH:44]=[CH:43][C:42]([CH3:45])=[CH:41][CH:40]=2)[N:32]=1)([CH3:30])([CH3:29])[CH3:28]. No catalyst specified. The product is [C:27]([C:31]1[CH:35]=[C:34]([NH:36][C:20]([NH:19][C:16]2[CH:15]=[CH:14][C:13]([O:12][C:11]3[C:4]4[NH:3][C:2](=[O:1])[CH:7]=[N:6][C:5]=4[N:8]=[CH:9][CH:10]=3)=[CH:18][CH:17]=2)=[O:26])[N:33]([C:39]2[CH:40]=[CH:41][C:42]([CH3:45])=[CH:43][CH:44]=2)[N:32]=1)([CH3:30])([CH3:29])[CH3:28]. The yield is 0.640. (7) The reactants are [CH3:1][O:2][C:3](=[O:26])[C:4]1[CH:9]=[CH:8][C:7]([CH2:10][C:11]2[C:19]3[C:14](=[CH:15][CH:16]=[C:17]([N+:20]([O-])=O)[CH:18]=3)[N:13]([CH3:23])[CH:12]=2)=[C:6]([O:24][CH3:25])[CH:5]=1.[H][H]. The catalyst is O1CCCC1.[Pd]. The product is [CH3:1][O:2][C:3](=[O:26])[C:4]1[CH:9]=[CH:8][C:7]([CH2:10][C:11]2[C:19]3[C:14](=[CH:15][CH:16]=[C:17]([NH2:20])[CH:18]=3)[N:13]([CH3:23])[CH:12]=2)=[C:6]([O:24][CH3:25])[CH:5]=1. The yield is 0.830.